Dataset: Reaction yield outcomes from USPTO patents with 853,638 reactions. Task: Predict the reaction yield, written as a fraction of the theoretical maximum amount of product (1.0 means a 100% yield; for example, 0.34 means a 34% yield). (1) The reactants are [F:1][C:2]1[CH:11]=[CH:10][C:9]([O:12][CH2:13][CH2:14][CH3:15])=[C:8]2[C:3]=1[C:4](=[O:26])[C:5]([C:16]1[CH:25]=[CH:24][C:19]([C:20]([O:22]C)=[O:21])=[CH:18][CH:17]=1)=[CH:6][NH:7]2.C(O)C.C1COCC1.[OH-].[Li+]. The catalyst is O. The product is [F:1][C:2]1[CH:11]=[CH:10][C:9]([O:12][CH2:13][CH2:14][CH3:15])=[C:8]2[C:3]=1[C:4](=[O:26])[C:5]([C:16]1[CH:17]=[CH:18][C:19]([C:20]([OH:22])=[O:21])=[CH:24][CH:25]=1)=[CH:6][NH:7]2. The yield is 0.950. (2) The reactants are [NH2:1][C:2]1[CH:3]=[C:4]([CH:7]=[CH:8][CH:9]=1)[C:5]#[N:6].O.[NH2:11][NH2:12].O. The catalyst is C(O)C. The product is [NH2:1][C:2]1[CH:3]=[C:4]([C:5]2[N:11]=[N:12][C:5]([C:4]3[CH:7]=[CH:8][CH:9]=[C:2]([NH2:1])[CH:3]=3)=[N:6][N:6]=2)[CH:7]=[CH:8][CH:9]=1. The yield is 0.620. (3) The reactants are C(NC(C)C)(C)C.C([Li])CCC.[Cl:13][C:14]1[CH:15]=[C:16]([CH2:21][C:22]([OH:24])=[O:23])[CH:17]=[CH:18][C:19]=1[Cl:20].I[CH2:26][CH:27]1[CH2:31][CH2:30][CH2:29][CH2:28]1.Cl. The catalyst is O1CCCC1.CN(C)P(N(C)C)(N(C)C)=O. The product is [CH:27]1([CH2:26][CH:21]([C:16]2[CH:17]=[CH:18][C:19]([Cl:20])=[C:14]([Cl:13])[CH:15]=2)[C:22]([OH:24])=[O:23])[CH2:31][CH2:30][CH2:29][CH2:28]1. The yield is 0.810. (4) The reactants are Cl[CH2:2][C:3]([OH:5])=[O:4].[OH-].[Na+].[NH:8]1[CH2:12][CH2:11][CH2:10][CH2:9]1. No catalyst specified. The product is [N:8]1([CH2:2][C:3]([OH:5])=[O:4])[CH2:12][CH2:11][CH2:10][CH2:9]1. The yield is 0.880. (5) The reactants are [CH2:1]([C:5]1[C:6]([CH3:11])=[N:7][CH:8]=[CH:9][CH:10]=1)[CH:2]([CH3:4])[CH3:3].[OH:12]O. The catalyst is CC(O)=O. The product is [CH2:1]([C:5]1[C:6]([CH3:11])=[N+:7]([O-:12])[CH:8]=[CH:9][CH:10]=1)[CH:2]([CH3:4])[CH3:3]. The yield is 0.760.